This data is from Catalyst prediction with 721,799 reactions and 888 catalyst types from USPTO. The task is: Predict which catalyst facilitates the given reaction. (1) Reactant: [NH2:1][C:2]1[CH:7]=[CH:6][CH:5]=[C:4]([NH:8][C:9](=[S:19])[NH:10][C:11]2[CH:16]=[CH:15][C:14]([Cl:17])=[CH:13][C:12]=2[Cl:18])[C:3]=1[NH:20][CH2:21][C:22]([F:29])([F:28])[C:23](OCC)=[O:24].[BH4-].[Li+]. The catalyst class is: 7. Product: [NH2:1][C:2]1[C:3]([NH:20][CH2:21][C:22]([F:28])([F:29])[CH2:23][OH:24])=[C:4]([NH:8][C:9]([NH:10][C:11]2[CH:16]=[CH:15][C:14]([Cl:17])=[CH:13][C:12]=2[Cl:18])=[S:19])[CH:5]=[CH:6][CH:7]=1. (2) Reactant: CC(OI1(OC(C)=O)(OC(C)=O)OC(=O)C2C=CC=CC1=2)=O.[CH3:23][O:24][C:25]1[CH:26]=[C:27]2[C:32](=[CH:33][CH:34]=1)[N:31]=[CH:30][C:29]([S:35][CH2:36][CH2:37][OH:38])=[CH:28]2. Product: [CH3:23][O:24][C:25]1[CH:26]=[C:27]2[C:32](=[CH:33][CH:34]=1)[N:31]=[CH:30][C:29]([S:35][CH2:36][CH:37]=[O:38])=[CH:28]2. The catalyst class is: 4. (3) The catalyst class is: 5. Reactant: [O:1]1[CH2:6][CH2:5][N:4]([C:7]2[C:8]([CH:13]=[O:14])=[N:9][CH:10]=[CH:11][CH:12]=2)[CH2:3][CH2:2]1.[BH4-].[Na+].[OH-].[Na+]. Product: [O:1]1[CH2:6][CH2:5][N:4]([C:7]2[C:8]([CH2:13][OH:14])=[N:9][CH:10]=[CH:11][CH:12]=2)[CH2:3][CH2:2]1. (4) Product: [C:1]([C:3]1[CH:4]=[CH:5][C:6]([CH2:7][NH:8][C:9](=[O:21])[CH:10]([C:13]2[CH:18]=[CH:17][C:16]([O:19][CH2:32][CH2:31][O:24][C:25]3[CH:30]=[CH:29][CH:28]=[CH:27][CH:26]=3)=[CH:15][C:14]=2[F:20])[O:11][CH3:12])=[CH:22][CH:23]=1)#[N:2]. Reactant: [C:1]([C:3]1[CH:23]=[CH:22][C:6]([CH2:7][NH:8][C:9](=[O:21])[CH:10]([C:13]2[CH:18]=[CH:17][C:16]([OH:19])=[CH:15][C:14]=2[F:20])[O:11][CH3:12])=[CH:5][CH:4]=1)#[N:2].[O:24]([CH2:31][CH2:32]O)[C:25]1[CH:30]=[CH:29][CH:28]=[CH:27][CH:26]=1.N(C(OCC)=O)=NC(OCC)=O.C1(P(C2C=CC=CC=2)C2C=CC=CC=2)C=CC=CC=1. The catalyst class is: 1.